Dataset: Full USPTO retrosynthesis dataset with 1.9M reactions from patents (1976-2016). Task: Predict the reactants needed to synthesize the given product. (1) Given the product [C:23]([C:25]1[CH:26]=[C:27]([CH:31]=[CH:32][CH:33]=1)[C:28]([N:2]([CH3:1])[CH2:3][C:4]1[CH:5]=[CH:6][C:7]([C:10]([N:12]2[CH2:18][C:17]3([CH3:20])[CH2:19][CH:13]2[CH2:14][C:15]([CH3:22])([CH3:21])[CH2:16]3)=[O:11])=[CH:8][CH:9]=1)=[O:29])#[N:24], predict the reactants needed to synthesize it. The reactants are: [CH3:1][NH:2][CH2:3][C:4]1[CH:9]=[CH:8][C:7]([C:10]([N:12]2[CH2:18][C:17]3([CH3:20])[CH2:19][CH:13]2[CH2:14][C:15]([CH3:22])([CH3:21])[CH2:16]3)=[O:11])=[CH:6][CH:5]=1.[C:23]([C:25]1[CH:26]=[C:27]([CH:31]=[CH:32][CH:33]=1)[C:28](Cl)=[O:29])#[N:24]. (2) Given the product [CH:16]1([C:13]2[CH:12]=[CH:11][C:10]([C:2]([CH3:9])=[CH:3][C:4]([O:6][CH2:7][CH3:8])=[O:5])=[CH:15][CH:14]=2)[CH2:17][CH2:18][CH2:19][CH2:20][CH2:21][CH2:22][CH2:23]1, predict the reactants needed to synthesize it. The reactants are: O[C:2]([C:10]1[CH:15]=[CH:14][C:13]([CH:16]2[CH2:23][CH2:22][CH2:21][CH2:20][CH2:19][CH2:18][CH2:17]2)=[CH:12][CH:11]=1)([CH3:9])[CH2:3][C:4]([O:6][CH2:7][CH3:8])=[O:5].C1(C)C=CC(S(O)(=O)=O)=CC=1. (3) The reactants are: [N:1]([C@@H:4]([C@@H:42]([C:51]1[CH:56]=[CH:55][C:54]([Cl:57])=[CH:53][CH:52]=1)[C:43]1[CH:44]=[N:45][C:46]([O:49][CH3:50])=[CH:47][CH:48]=1)[C:5]([NH:7][C:8]1[CH:40]=[CH:39][CH:38]=[C:37]([F:41])[C:9]=1[CH2:10][CH2:11][C@@H:12]1[N:20]([S:21]([C:24]2[CH:29]=[CH:28][CH:27]=[CH:26][CH:25]=2)(=[O:23])=[O:22])[CH2:19][C:16]2([CH2:18][CH2:17]2)[CH2:15][N:14]([C:30]([O:32][C:33]([CH3:36])([CH3:35])[CH3:34])=[O:31])[CH2:13]1)=[O:6])=[N+]=[N-].CP(C)C. Given the product [NH2:1][C@@H:4]([C@@H:42]([C:51]1[CH:56]=[CH:55][C:54]([Cl:57])=[CH:53][CH:52]=1)[C:43]1[CH:44]=[N:45][C:46]([O:49][CH3:50])=[CH:47][CH:48]=1)[C:5]([NH:7][C:8]1[CH:40]=[CH:39][CH:38]=[C:37]([F:41])[C:9]=1[CH2:10][CH2:11][C@@H:12]1[N:20]([S:21]([C:24]2[CH:25]=[CH:26][CH:27]=[CH:28][CH:29]=2)(=[O:23])=[O:22])[CH2:19][C:16]2([CH2:18][CH2:17]2)[CH2:15][N:14]([C:30]([O:32][C:33]([CH3:34])([CH3:36])[CH3:35])=[O:31])[CH2:13]1)=[O:6], predict the reactants needed to synthesize it. (4) The reactants are: Cl.[NH2:2][OH:3].[OH:4][C:5]1[CH:12]=[CH:11][C:8]([C:9]#[N:10])=[CH:7][CH:6]=1. Given the product [OH:4][C:5]1[CH:12]=[CH:11][C:8]([C:9]([NH:2][OH:3])=[NH:10])=[CH:7][CH:6]=1, predict the reactants needed to synthesize it. (5) Given the product [CH3:32][O:33][C:34]1[CH:35]=[C:36]([C:2]2[N:7]=[C:6]([O:8][C@@H:9]([C@H:11]3[CH2:15][NH:14][C:13](=[O:26])[CH2:12]3)[CH3:10])[C:5]3[N:27]([CH3:31])[C:28]([CH3:30])=[N:29][C:4]=3[CH:3]=2)[CH:37]=[CH:38][C:39]=1[O:40][CH3:41], predict the reactants needed to synthesize it. The reactants are: Cl[C:2]1[N:7]=[C:6]([O:8][C@@H:9]([C@H:11]2[CH2:15][N:14]([C@@H](C3C=CC(OC)=CC=3)C)[C:13](=[O:26])[CH2:12]2)[CH3:10])[C:5]2[N:27]([CH3:31])[C:28]([CH3:30])=[N:29][C:4]=2[CH:3]=1.[CH3:32][O:33][C:34]1[CH:35]=[C:36](B(O)O)[CH:37]=[CH:38][C:39]=1[O:40][CH3:41].OP([O-])([O-])=O.[K+].[K+]. (6) Given the product [F:1][C:2]1[CH:7]=[C:6]([F:8])[CH:5]=[CH:4][C:3]=1[N:9]1[CH:13]([C:14]([N:35]2[CH2:36][CH2:37][N:32]([C:26]3[C:25]([CH3:24])=[N:30][CH:29]=[C:28]([CH3:31])[N:27]=3)[CH2:33][CH2:34]2)=[O:16])[CH2:12][N:11]([S:17]([CH:20]([CH3:22])[CH3:21])(=[O:19])=[O:18])[C:10]1=[O:23], predict the reactants needed to synthesize it. The reactants are: [F:1][C:2]1[CH:7]=[C:6]([F:8])[CH:5]=[CH:4][C:3]=1[N:9]1[CH:13]([C:14]([OH:16])=O)[CH2:12][N:11]([S:17]([CH:20]([CH3:22])[CH3:21])(=[O:19])=[O:18])[C:10]1=[O:23].[CH3:24][C:25]1[C:26]([N:32]2[CH2:37][CH2:36][NH:35][CH2:34][CH2:33]2)=[N:27][C:28]([CH3:31])=[CH:29][N:30]=1.